From a dataset of Full USPTO retrosynthesis dataset with 1.9M reactions from patents (1976-2016). Predict the reactants needed to synthesize the given product. Given the product [C:21]([O:13][C:8]1[CH:7]=[CH:6][C:5]2[C:10](=[CH:11][CH:12]=[C:3]([CH2:2][OH:1])[CH:4]=2)[CH:9]=1)(=[O:25])[C:22]([CH3:24])=[CH2:23], predict the reactants needed to synthesize it. The reactants are: [OH:1][CH2:2][C:3]1[CH:4]=[C:5]2[C:10](=[CH:11][CH:12]=1)[CH:9]=[C:8]([OH:13])[CH:7]=[CH:6]2.C(N(CC)CC)C.[C:21](Cl)(=[O:25])[C:22]([CH3:24])=[CH2:23].